From a dataset of Reaction yield outcomes from USPTO patents with 853,638 reactions. Predict the reaction yield, written as a fraction of the theoretical maximum amount of product (1.0 means a 100% yield; for example, 0.34 means a 34% yield). (1) The reactants are O1CCCC1.[NH2:6][C:7]1[C:12]([C:13]2[O:17][N:16]=[C:15]([CH2:18][C:19]3[CH:24]=[CH:23][C:22]([OH:25])=[CH:21][CH:20]=3)[CH:14]=2)=[CH:11][CH:10]=[C:9]([NH2:26])[N:8]=1.[OH-].[Na+].[Cl:29][C:30]1[CH:31]=[CH:32][C:33]([CH2:36]Cl)=[N:34][CH:35]=1. The catalyst is CN(C)C=O. The product is [Cl:29][C:30]1[CH:31]=[CH:32][C:33]([CH2:36][O:25][C:22]2[CH:23]=[CH:24][C:19]([CH2:18][C:15]3[CH:14]=[C:13]([C:12]4[C:7]([NH2:6])=[N:8][C:9]([NH2:26])=[CH:10][CH:11]=4)[O:17][N:16]=3)=[CH:20][CH:21]=2)=[N:34][CH:35]=1. The yield is 0.890. (2) The reactants are [F:1][C:2]1[CH:10]=[C:9]2[C:5]([C:6]([C:20]3[CH:21]=[N:22][NH:23][CH:24]=3)=[CH:7][N:8]2[S:11]([C:14]2[CH:19]=[CH:18][CH:17]=[CH:16][CH:15]=2)(=[O:13])=[O:12])=[CH:4][CH:3]=1.I[CH:26]1[CH2:29][N:28]([C:30]([O:32][C:33]([CH3:36])([CH3:35])[CH3:34])=[O:31])[CH2:27]1. No catalyst specified. The product is [F:1][C:2]1[CH:10]=[C:9]2[C:5]([C:6]([C:20]3[CH:24]=[N:23][N:22]([CH:26]4[CH2:27][N:28]([C:30]([O:32][C:33]([CH3:36])([CH3:35])[CH3:34])=[O:31])[CH2:29]4)[CH:21]=3)=[CH:7][N:8]2[S:11]([C:14]2[CH:15]=[CH:16][CH:17]=[CH:18][CH:19]=2)(=[O:12])=[O:13])=[CH:4][CH:3]=1. The yield is 1.00.